The task is: Predict the product of the given reaction.. This data is from Forward reaction prediction with 1.9M reactions from USPTO patents (1976-2016). Given the reactants [Cl:1][C:2]1[CH:3]=[C:4]2[C:8](=[C:9]([CH2:11]O)[CH:10]=1)[N:7]([CH2:13][CH:14]([CH3:16])[CH3:15])[N:6]=[CH:5]2.[CH3:17][O:18][C:19]([C:21]1[CH:29]=[CH:28][C:24]2[NH:25][CH:26]=[N:27][C:23]=2[CH:22]=1)=[O:20], predict the reaction product. The product is: [CH3:17][O:18][C:19]([C:21]1[CH:29]=[CH:28][C:24]2[N:25]([CH2:11][C:9]3[CH:10]=[C:2]([Cl:1])[CH:3]=[C:4]4[C:8]=3[N:7]([CH2:13][CH:14]([CH3:16])[CH3:15])[N:6]=[CH:5]4)[CH:26]=[N:27][C:23]=2[CH:22]=1)=[O:20].